The task is: Predict the reactants needed to synthesize the given product.. This data is from Full USPTO retrosynthesis dataset with 1.9M reactions from patents (1976-2016). (1) Given the product [CH3:1][O:2][C:3](=[O:25])[C:4]1[CH:9]=[CH:8][CH:7]=[N:6][C:5]=1[N:10]([C:11](=[O:24])[CH2:12][C:13]1[C:18]([CH2:19][CH3:20])=[CH:17][C:16]([CH3:21])=[CH:15][C:14]=1[CH2:22][CH3:23])[CH3:27], predict the reactants needed to synthesize it. The reactants are: [CH3:1][O:2][C:3](=[O:25])[C:4]1[CH:9]=[CH:8][CH:7]=[N:6][C:5]=1[NH:10][C:11](=[O:24])[CH2:12][C:13]1[C:18]([CH2:19][CH3:20])=[CH:17][C:16]([CH3:21])=[CH:15][C:14]=1[CH2:22][CH3:23].I[CH3:27].[H-].[Na+]. (2) Given the product [CH3:1][O:2][C:3](=[O:15])[CH:4]([NH:14][C:27]([N:43]1[CH2:44][CH2:45][CH:46]([N:49]2[CH2:58][C:57]3[C:52](=[CH:53][CH:54]=[CH:55][CH:56]=3)[NH:51][C:50]2=[O:59])[CH2:47][CH2:48]1)=[O:28])[CH2:5][C:6]1[CH:7]=[N:8][C:9]([O:12][CH3:13])=[N:10][CH:11]=1, predict the reactants needed to synthesize it. The reactants are: [CH3:1][O:2][C:3](=[O:15])[CH:4]([NH2:14])[CH2:5][C:6]1[CH:7]=[N:8][C:9]([O:12][CH3:13])=[N:10][CH:11]=1.C(N(C(C)C)CC)(C)C.C1C(=O)N(OC(ON2C(=O)CCC2=O)=O)[C:27](=[O:28])C1.[NH:43]1[CH2:48][CH2:47][CH:46]([N:49]2[CH2:58][C:57]3[C:52](=[CH:53][CH:54]=[CH:55][CH:56]=3)[NH:51][C:50]2=[O:59])[CH2:45][CH2:44]1. (3) Given the product [Cl:1][C:2]1[CH:3]=[CH:4][C:5]([CH3:11])=[C:6]([C:24]([C:19]2[CH:20]=[CH:21][CH:22]=[CH:23][C:18]=2[CH3:27])=[O:25])[CH:7]=1, predict the reactants needed to synthesize it. The reactants are: [Cl:1][C:2]1[CH:3]=[CH:4][C:5]([CH3:11])=[C:6](B(O)O)[CH:7]=1.C(=O)([O-])[O-].[Cs+].[Cs+].[C:18]1([CH3:27])[C:19]([C:24](Cl)=[O:25])=[CH:20][CH:21]=[CH:22][CH:23]=1. (4) The reactants are: [Br:1][CH2:2][C:3](Br)=[O:4].FC(F)(F)C(O)=O.[CH3:13][CH:14]([O:16][C:17]1[CH:24]=[CH:23][C:22]([C:25]2[O:29][N:28]=[C:27]([C:30]3[C:40]([CH3:41])=[CH:39][C:33]4[CH2:34][CH2:35][NH:36][CH2:37][CH2:38][C:32]=4[CH:31]=3)[N:26]=2)=[CH:21][C:18]=1[C:19]#[N:20])[CH3:15].C(N(C(C)C)CC)(C)C. Given the product [Br:1][CH2:2][C:3]([N:36]1[CH2:35][CH2:34][C:33]2[CH:39]=[C:40]([CH3:41])[C:30]([C:27]3[N:26]=[C:25]([C:22]4[CH:23]=[CH:24][C:17]([O:16][CH:14]([CH3:13])[CH3:15])=[C:18]([CH:21]=4)[C:19]#[N:20])[O:29][N:28]=3)=[CH:31][C:32]=2[CH2:38][CH2:37]1)=[O:4], predict the reactants needed to synthesize it. (5) Given the product [OH:1][CH2:2][CH2:3][O:4][C:5]1[CH:10]=[CH:9][C:8]([C:11](=[C:23]2[CH2:24][C:25]([CH3:28])([CH3:27])[CH2:26][C:21]([CH3:30])([CH3:20])[CH2:22]2)[C:13]2[CH:18]=[CH:17][C:16]([OH:19])=[CH:15][CH:14]=2)=[CH:7][CH:6]=1, predict the reactants needed to synthesize it. The reactants are: [OH:1][CH2:2][CH2:3][O:4][C:5]1[CH:10]=[CH:9][C:8]([C:11]([C:13]2[CH:18]=[CH:17][C:16]([OH:19])=[CH:15][CH:14]=2)=O)=[CH:7][CH:6]=1.[CH3:20][C:21]1([CH3:30])[CH2:26][C:25]([CH3:28])([CH3:27])[CH2:24][C:23](=O)[CH2:22]1. (6) Given the product [F:1][C:2]1[CH:3]=[CH:4][C:5]([CH2:8][O:9][C:10]2[CH:11]=[N:12][N:13]([C:17]3[CH:22]=[CH:21][C:20]4[C:23]5[CH2:28][CH2:27][NH:26][CH2:25][C:24]=5[S:36][C:19]=4[CH:18]=3)[C:14](=[O:16])[CH:15]=2)=[N:6][CH:7]=1, predict the reactants needed to synthesize it. The reactants are: [F:1][C:2]1[CH:3]=[CH:4][C:5]([CH2:8][O:9][C:10]2[CH:11]=[N:12][N:13]([C:17]3[CH:22]=[CH:21][C:20]4[C:23]5[CH2:28][CH2:27][N:26](C(OC(C)(C)C)=O)[CH2:25][C:24]=5[S:36][C:19]=4[CH:18]=3)[C:14](=[O:16])[CH:15]=2)=[N:6][CH:7]=1.Cl. (7) Given the product [N:19]1([CH:20]2[CH2:21][CH2:22][N:23]([C:26]([C:28]3[CH:33]=[CH:32][C:31]([CH2:34][CH2:35][CH2:36][CH3:37])=[CH:30][CH:29]=3)=[O:27])[CH2:24][CH2:25]2)[C:14]2[CH:15]=[CH:16][CH:17]=[CH:18][C:13]=2[N:12]=[CH:1]1, predict the reactants needed to synthesize it. The reactants are: [C:1]1(C)C=CC(S(O)(=O)=O)=CC=1.[NH2:12][C:13]1[CH:18]=[CH:17][CH:16]=[CH:15][C:14]=1[NH:19][CH:20]1[CH2:25][CH2:24][N:23]([C:26]([C:28]2[CH:33]=[CH:32][C:31]([CH2:34][CH2:35][CH2:36][CH3:37])=[CH:30][CH:29]=2)=[O:27])[CH2:22][CH2:21]1.C=O.